This data is from Full USPTO retrosynthesis dataset with 1.9M reactions from patents (1976-2016). The task is: Predict the reactants needed to synthesize the given product. (1) Given the product [C:1]([C:5]1[N:10]=[CH:9][C:8]([C:11]2[N:12]([C:32]([N:43]3[CH2:42][CH2:41][N:40]([C:46](=[O:54])[CH2:47][NH:48][C:49]4[S:50][CH:51]=[CH:52][N:53]=4)[CH2:45][CH2:44]3)=[O:33])[C@@:13]([C:25]3[CH:26]=[CH:27][C:28]([Cl:31])=[CH:29][CH:30]=3)([CH3:24])[C@@:14]([C:17]3[CH:18]=[CH:19][C:20]([Cl:23])=[CH:21][CH:22]=3)([CH3:16])[N:15]=2)=[C:7]([O:35][CH2:36][CH3:37])[CH:6]=1)([CH3:2])([CH3:3])[CH3:4], predict the reactants needed to synthesize it. The reactants are: [C:1]([C:5]1[N:10]=[CH:9][C:8]([C:11]2[N:12]([C:32](Cl)=[O:33])[C@@:13]([C:25]3[CH:30]=[CH:29][C:28]([Cl:31])=[CH:27][CH:26]=3)([CH3:24])[C@@:14]([C:17]3[CH:22]=[CH:21][C:20]([Cl:23])=[CH:19][CH:18]=3)([CH3:16])[N:15]=2)=[C:7]([O:35][CH2:36][CH3:37])[CH:6]=1)([CH3:4])([CH3:3])[CH3:2].Cl.Cl.[N:40]1([C:46](=[O:54])[CH2:47][NH:48][C:49]2[S:50][CH:51]=[CH:52][N:53]=2)[CH2:45][CH2:44][NH:43][CH2:42][CH2:41]1. (2) Given the product [CH3:36][C:14]1[CH:15]=[C:16]([CH2:17][N:18]2[C:22](=[O:23])[N:21]([C:24]3[CH:25]=[CH:26][C:27]([C:30]([F:33])([F:32])[F:31])=[CH:28][CH:29]=3)[N:20]=[N:19]2)[CH:34]=[CH:35][C:13]=1[N:12]=[C:1]([O:9][CH2:10][CH3:11])[CH3:2], predict the reactants needed to synthesize it. The reactants are: [C:1]([O:9][CH2:10][CH3:11])(OCC)(OCC)[CH3:2].[NH2:12][C:13]1[CH:35]=[CH:34][C:16]([CH2:17][N:18]2[C:22](=[O:23])[N:21]([C:24]3[CH:29]=[CH:28][C:27]([C:30]([F:33])([F:32])[F:31])=[CH:26][CH:25]=3)[N:20]=[N:19]2)=[CH:15][C:14]=1[CH3:36]. (3) Given the product [NH2:14][CH2:13][C:12]([P:7](=[O:6])([OH:11])[OH:8])([CH3:16])[CH3:15], predict the reactants needed to synthesize it. The reactants are: CC#N.C([O:6][P:7]([C:12]([CH3:16])([CH3:15])[CH2:13][NH2:14])(=[O:11])[O:8]CC)C.C[Si](Br)(C)C.